From a dataset of Full USPTO retrosynthesis dataset with 1.9M reactions from patents (1976-2016). Predict the reactants needed to synthesize the given product. Given the product [CH3:31][O:32][C:33]1[CH:41]=[CH:40][C:36]([C:37]([O:28][C:23]2[C:24]([CH3:27])=[C:25]([CH3:26])[C:20]3[O:19][C:18]([CH3:30])=[C:17]([C:14]4[CH:15]=[CH:16][C:11]([CH:8]([CH3:10])[CH3:9])=[CH:12][CH:13]=4)[C:21]=3[C:22]=2[CH3:29])=[O:38])=[CH:35][CH:34]=1, predict the reactants needed to synthesize it. The reactants are: C(N(CC)CC)C.[CH:8]([C:11]1[CH:16]=[CH:15][C:14]([C:17]2[C:21]3[C:22]([CH3:29])=[C:23]([OH:28])[C:24]([CH3:27])=[C:25]([CH3:26])[C:20]=3[O:19][C:18]=2[CH3:30])=[CH:13][CH:12]=1)([CH3:10])[CH3:9].[CH3:31][O:32][C:33]1[CH:41]=[CH:40][C:36]([C:37](Cl)=[O:38])=[CH:35][CH:34]=1.O.